This data is from Forward reaction prediction with 1.9M reactions from USPTO patents (1976-2016). The task is: Predict the product of the given reaction. (1) Given the reactants [CH3:1][C:2]1[N:7]=[CH:6][C:5]([N:8]2[CH:12]=[C:11]([C:13]3[S:14][CH:15]=[C:16]([CH3:18])[N:17]=3)[N:10]=[C:9]2[C:19]2[CH:24]=[CH:23][C:22]([NH:25][C:26]3[C:31]([NH2:32])=[CH:30][CH:29]=[CH:28][N:27]=3)=[CH:21][CH:20]=2)=[CH:4][CH:3]=1.[C:33](O)(=O)[CH2:34][CH3:35], predict the reaction product. The product is: [CH2:34]([C:35]1[N:25]([C:22]2[CH:21]=[CH:20][C:19]([C:9]3[N:8]([C:5]4[CH:6]=[N:7][C:2]([CH3:1])=[CH:3][CH:4]=4)[CH:12]=[C:11]([C:13]4[S:14][CH:15]=[C:16]([CH3:18])[N:17]=4)[N:10]=3)=[CH:24][CH:23]=2)[C:26]2=[N:27][CH:28]=[CH:29][CH:30]=[C:31]2[N:32]=1)[CH3:33]. (2) The product is: [ClH:41].[N:8]1([C:5]2[CH:6]=[CH:7][C:2]([NH:1][S:38]([C:35]3[CH:36]=[CH:37][C:32]([CH3:42])=[CH:33][CH:34]=3)(=[O:40])=[O:39])=[C:3]([NH:22][S:23]([C:26]3[CH:27]=[CH:28][CH:29]=[CH:30][CH:31]=3)(=[O:25])=[O:24])[CH:4]=2)[CH2:14][CH2:13][CH2:12][NH:11][CH2:10][CH2:9]1. Given the reactants [NH2:1][C:2]1[CH:7]=[CH:6][C:5]([N:8]2[CH2:14][CH2:13][CH2:12][N:11](C(OC(C)(C)C)=O)[CH2:10][CH2:9]2)=[CH:4][C:3]=1[NH:22][S:23]([C:26]1[CH:31]=[CH:30][CH:29]=[CH:28][CH:27]=1)(=[O:25])=[O:24].[C:32]1([CH3:42])[CH:37]=[CH:36][C:35]([S:38]([Cl:41])(=[O:40])=[O:39])=[CH:34][CH:33]=1, predict the reaction product. (3) Given the reactants [N+:1]([C:4]1[CH:23]=[CH:22][C:7]([CH2:8][CH:9]([P:16](=[O:21])([O:19][CH3:20])[O:17][CH3:18])[P:10](=[O:15])([O:13][CH3:14])[O:11][CH3:12])=[CH:6][CH:5]=1)([O-])=O, predict the reaction product. The product is: [NH2:1][C:4]1[CH:5]=[CH:6][C:7]([CH2:8][CH:9]([P:16](=[O:21])([O:19][CH3:20])[O:17][CH3:18])[P:10](=[O:15])([O:13][CH3:14])[O:11][CH3:12])=[CH:22][CH:23]=1. (4) Given the reactants [Cl:1][C:2]1[CH:3]=[C:4]([C:12]([N+:15]([O-])=O)=[CH:13][N:14]=1)[C:5]([O:7][C:8]([CH3:11])([CH3:10])[CH3:9])=[O:6].[Cl-].[NH4+].CC(O)C, predict the reaction product. The product is: [NH2:15][C:12]1[C:4]([C:5]([O:7][C:8]([CH3:10])([CH3:9])[CH3:11])=[O:6])=[CH:3][C:2]([Cl:1])=[N:14][CH:13]=1. (5) The product is: [Br:1][C:2]1[CH:7]=[C:6]([CH2:8][CH3:9])[CH:5]=[CH:4][C:3]=1[O:10][CH2:12][CH:13]1[CH2:15][CH2:14]1. Given the reactants [Br:1][C:2]1[CH:7]=[C:6]([CH2:8][CH3:9])[CH:5]=[CH:4][C:3]=1[OH:10].Br[CH2:12][CH:13]1[CH2:15][CH2:14]1, predict the reaction product. (6) Given the reactants C1[C@H](N)[C@@H](O[C@H]2O[C@H](CN)[C@@H](O)[C@H](O)[C@H]2N)[C@H]([O:20][C@@H:21]2[O:25][C@H:24]([CH2:26]O)[C@@H:23](O[C@H]3O[C@@H](CN)[C@@H](O)[C@H](O)[C@H]3N)[C@H:22]2[OH:40])[C@@H](O)[C@@H]1N.OS(O)(=O)=O.C(N(CC)CC)C.[Si:55](OS(C(F)(F)F)(=O)=O)([C:58]([CH3:61])([CH3:60])[CH3:59])([CH3:57])[CH3:56], predict the reaction product. The product is: [CH2:24]([O:25][C:21](=[O:20])[C:22]([O:40][Si:55]([C:58]([CH3:61])([CH3:60])[CH3:59])([CH3:57])[CH3:56])=[CH2:23])[CH3:26]. (7) Given the reactants [CH2:1]([C:5]1[NH:6][C:7]([CH2:11][NH:12][C:13]2[N:14]=[CH:15][NH:16][C:17]=2[C:18]([NH2:20])=[O:19])=[C:8]([Cl:10])[N:9]=1)[CH2:2][CH2:3][CH3:4].[C:21]([N:29]=[C:30]=[S:31])(=[O:28])[C:22]1[CH:27]=[CH:26][CH:25]=[CH:24][CH:23]=1, predict the reaction product. The product is: [C:21]([NH:29][C:30]([CH:11]([NH:12][C:13]1[N:14]=[CH:15][NH:16][C:17]=1[C:18]([NH2:20])=[O:19])[C:7]1[NH:6][C:5]([CH2:1][CH2:2][CH2:3][CH3:4])=[N:9][C:8]=1[Cl:10])=[S:31])(=[O:28])[C:22]1[CH:27]=[CH:26][CH:25]=[CH:24][CH:23]=1. (8) The product is: [Br:13][CH2:14][CH2:15][CH2:16][CH2:17][C:1]1([C:6]([O:8][CH2:9][CH2:10][CH2:11][CH3:12])=[O:7])[CH2:5][CH2:4][CH2:3][CH2:2]1. Given the reactants [CH:1]1([C:6]([O:8][CH2:9][CH2:10][CH2:11][CH3:12])=[O:7])[CH2:5][CH2:4][CH2:3][CH2:2]1.[Br:13][CH2:14][CH2:15][CH2:16][CH2:17]Br.[Li+].CC([N-]C(C)C)C, predict the reaction product. (9) Given the reactants [CH:1](=O)[C:2]1[CH:7]=[CH:6][CH:5]=[CH:4][CH:3]=1.[CH3:9][O:10][C:11]1[N:16]=[C:15]([NH2:17])[CH:14]=[N:13][CH:12]=1, predict the reaction product. The product is: [CH:1](=[N:17][C:15]1[CH:14]=[N:13][CH:12]=[C:11]([O:10][CH3:9])[N:16]=1)[C:2]1[CH:7]=[CH:6][CH:5]=[CH:4][CH:3]=1.